This data is from CYP2C9 inhibition data for predicting drug metabolism from PubChem BioAssay. The task is: Regression/Classification. Given a drug SMILES string, predict its absorption, distribution, metabolism, or excretion properties. Task type varies by dataset: regression for continuous measurements (e.g., permeability, clearance, half-life) or binary classification for categorical outcomes (e.g., BBB penetration, CYP inhibition). Dataset: cyp2c9_veith. (1) The molecule is Cc1nc2cnc(N3CCN(C)CC3)nc2n(CCC#N)c1=O. The result is 0 (non-inhibitor). (2) The drug is C/C(CCN1CCCCc2nc(C)c(C)cc21)=N\O[C@@H](C)c1cn([C@@H]2COC[C@@H]2O)nn1. The result is 0 (non-inhibitor). (3) The drug is COCCn1c(=O)c(-c2cc(F)cc(F)c2)nc2cnc(OCc3ccccc3)nc21. The result is 1 (inhibitor).